The task is: Predict the reaction yield, written as a fraction of the theoretical maximum amount of product (1.0 means a 100% yield; for example, 0.34 means a 34% yield).. This data is from Reaction yield outcomes from USPTO patents with 853,638 reactions. (1) The reactants are C(OC([N:8]1[CH2:14][CH2:13][C:12]2[C:15]([CH2:20][S:21][C:22]3[CH:27]=[CH:26][C:25]([C:28]4[N:29]=[C:30]([NH:33][CH2:34][CH:35]5[CH2:37][CH2:36]5)[S:31][CH:32]=4)=[CH:24][N:23]=3)=[C:16]([Cl:19])[CH:17]=[CH:18][C:11]=2[CH2:10][CH2:9]1)=O)(C)(C)C.FC(F)(F)C(O)=O. The catalyst is C(Cl)Cl. The product is [Cl:19][C:16]1[CH:17]=[CH:18][C:11]2[CH2:10][CH2:9][NH:8][CH2:14][CH2:13][C:12]=2[C:15]=1[CH2:20][S:21][C:22]1[CH:27]=[CH:26][C:25]([C:28]2[N:29]=[C:30]([NH:33][CH2:34][CH:35]3[CH2:37][CH2:36]3)[S:31][CH:32]=2)=[CH:24][N:23]=1. The yield is 0.990. (2) The reactants are [CH3:1][C:2]1[N:3]=[C:4]2[CH2:15][CH2:14][CH2:13][CH2:12][N:5]2[C:6](=[O:11])[C:7]=1[CH2:8][CH:9]=O.[F:16][C:17]1[CH:31]=[CH:30][C:20]2[C:21]([CH:24]3[CH2:29][CH2:28][NH:27][CH2:26][CH2:25]3)=[N:22][O:23][C:19]=2[CH:18]=1. The catalyst is C1(C)C=CC=CC=1. The product is [F:16][C:17]1[CH:31]=[CH:30][C:20]2[C:21]([CH:24]3[CH2:25][CH2:26][N:27]([CH:9]=[CH:8][C:7]4[C:6](=[O:11])[N:5]5[CH2:12][CH2:13][CH2:14][CH2:15][C:4]5=[N:3][C:2]=4[CH3:1])[CH2:28][CH2:29]3)=[N:22][O:23][C:19]=2[CH:18]=1. The yield is 0.973. (3) The reactants are [CH2:1]([N:3]1[CH2:8][CH2:7][N:6]2[N:9]=[C:10]([NH2:12])[CH:11]=[C:5]2[CH2:4]1)[CH3:2].Br[C:14]1[C:15](=[O:22])[N:16]([CH3:21])[CH:17]=[C:18]([Br:20])[CH:19]=1.CC1(C)C2C(=C(P(C3C=CC=CC=3)C3C=CC=CC=3)C=CC=2)OC2C(P(C3C=CC=CC=3)C3C=CC=CC=3)=CC=CC1=2.C(=O)([O-])[O-].[Cs+].[Cs+]. The catalyst is C1C=CC(/C=C/C(/C=C/C2C=CC=CC=2)=O)=CC=1.C1C=CC(/C=C/C(/C=C/C2C=CC=CC=2)=O)=CC=1.C1C=CC(/C=C/C(/C=C/C2C=CC=CC=2)=O)=CC=1.[Pd].[Pd].O1CCOCC1. The product is [Br:20][C:18]1[CH:19]=[C:14]([NH:12][C:10]2[CH:11]=[C:5]3[CH2:4][N:3]([CH2:1][CH3:2])[CH2:8][CH2:7][N:6]3[N:9]=2)[C:15](=[O:22])[N:16]([CH3:21])[CH:17]=1. The yield is 0.290. (4) The reactants are O.Cl.[NH2:3][CH2:4][C:5]1[CH:10]=[CH:9][C:8]([S:11]([NH2:14])(=[O:13])=[O:12])=[CH:7][CH:6]=1.C(N(CC)CC)C.[C:22](OC(OC(O[C:22]([CH3:25])([CH3:24])[CH3:23])=O)=O)([CH3:25])([CH3:24])[CH3:23]. The catalyst is O1CCOCC1. The product is [C:22]([NH:3][CH2:4][C:5]1[CH:6]=[CH:7][C:8]([S:11]([NH2:14])(=[O:12])=[O:13])=[CH:9][CH:10]=1)([CH3:25])([CH3:24])[CH3:23]. The yield is 0.740. (5) The reactants are [NH2:1][C:2]1[N:10]=[CH:9][N:8]=[C:7]2[C:3]=1[N:4]=[CH:5][N:6]2[C@H:11]1[C@@H:15]2[O:16][C:17]([CH3:20])([CH3:19])[O:18][C@@H:14]2[C@@H:13]([CH2:21][N:22]([CH:27]([CH3:29])[CH3:28])[CH2:23][CH2:24][CH2:25][NH2:26])[O:12]1.[Cl:30][C:31]1[CH:36]=[CH:35][CH:34]=[C:33]([N:37]=[C:38]=[O:39])[CH:32]=1.O. The catalyst is C(Cl)Cl. The product is [NH2:1][C:2]1[N:10]=[CH:9][N:8]=[C:7]2[C:3]=1[N:4]=[CH:5][N:6]2[C@H:11]1[C@@H:15]2[O:16][C:17]([CH3:19])([CH3:20])[O:18][C@@H:14]2[C@@H:13]([CH2:21][N:22]([CH:27]([CH3:29])[CH3:28])[CH2:23][CH2:24][CH2:25][NH:26][C:38]([NH:37][C:33]2[CH:34]=[CH:35][CH:36]=[C:31]([Cl:30])[CH:32]=2)=[O:39])[O:12]1. The yield is 0.720. (6) The reactants are [CH2:1]([C:3]1[C:8](=[O:9])[NH:7][C:6]([CH3:10])=[C:5]([C:11]2[S:15][C:14]([C:16]([OH:18])=O)=[CH:13][CH:12]=2)[CH:4]=1)[CH3:2].[N:19]1[CH:24]=[CH:23][CH:22]=[CH:21][C:20]=1[CH2:25][NH2:26]. No catalyst specified. The product is [N:19]1[CH:24]=[CH:23][CH:22]=[CH:21][C:20]=1[CH2:25][NH:26][C:16]([C:14]1[S:15][C:11]([C:5]2[CH:4]=[C:3]([CH2:1][CH3:2])[C:8](=[O:9])[NH:7][C:6]=2[CH3:10])=[CH:12][CH:13]=1)=[O:18]. The yield is 0.970.